From a dataset of Full USPTO retrosynthesis dataset with 1.9M reactions from patents (1976-2016). Predict the reactants needed to synthesize the given product. The reactants are: [NH2:1][C@H:2]([C:6]([OH:8])=[O:7])[CH:3]([CH3:5])[CH3:4].[OH-].[K+:10].O=[C:12]([CH3:19])[CH2:13][C:14]([O:16][CH2:17][CH3:18])=[O:15].O. Given the product [K+:10].[CH2:17]([O:16][C:14](=[O:15])[CH:13]=[C:12]([NH:1][C@H:2]([C:6]([O-:8])=[O:7])[CH:3]([CH3:5])[CH3:4])[CH3:19])[CH3:18], predict the reactants needed to synthesize it.